Dataset: Forward reaction prediction with 1.9M reactions from USPTO patents (1976-2016). Task: Predict the product of the given reaction. (1) Given the reactants [CH2:1]([C:5]1[N:6]([CH3:28])[C:7]2[C:16]3[CH:15]=[C:14]([O:17][CH2:18][CH2:19]N4CCCCC4)[CH:13]=[CH:12][C:11]=3[N:10]=[C:9]([NH2:26])[C:8]=2[N:27]=1)[CH2:2][CH2:3][CH3:4].[CH:29]1([C:34](Cl)=[O:35])[CH2:33][CH2:32][CH2:31][CH2:30]1, predict the reaction product. The product is: [CH2:1]([C:5]1[N:6]([CH3:28])[C:7]2[C:16]3[CH:15]=[C:14]([O:17][CH2:18][CH2:19][CH:7]4[CH2:16][CH2:11][N:10]([C:34]([CH:29]5[CH2:33][CH2:32][CH2:31][CH2:30]5)=[O:35])[CH2:9][CH2:8]4)[CH:13]=[CH:12][C:11]=3[N:10]=[C:9]([NH2:26])[C:8]=2[N:27]=1)[CH2:2][CH2:3][CH3:4]. (2) Given the reactants [Cl:1][C:2]1[N:7]=[C:6]([Cl:8])[N:5]=[C:4]([C:9]2[CH:14]=[C:13]([Cl:15])[CH:12]=[CH:11][C:10]=2C)[N:3]=1.[Cl:17]C1C=CC(Cl)=CC=1C(O)=O, predict the reaction product. The product is: [Cl:1][C:2]1[N:7]=[C:6]([Cl:8])[N:5]=[C:4]([C:9]2[CH:14]=[C:13]([Cl:15])[CH:12]=[CH:11][C:10]=2[Cl:17])[N:3]=1. (3) Given the reactants [CH3:1][NH:2][C:3]1[CH:8]=[CH:7][C:6]([N:9]2[CH2:14][CH2:13][O:12][CH2:11][CH2:10]2)=[CH:5][CH:4]=1.Cl[C:16]1[C:25]2[C:20](=[CH:21][CH:22]=[C:23]([I:26])[CH:24]=2)[N:19]=[CH:18][N:17]=1, predict the reaction product. The product is: [I:26][C:23]1[CH:24]=[C:25]2[C:20](=[CH:21][CH:22]=1)[N:19]=[CH:18][N:17]=[C:16]2[N:2]([CH3:1])[C:3]1[CH:4]=[CH:5][C:6]([N:9]2[CH2:14][CH2:13][O:12][CH2:11][CH2:10]2)=[CH:7][CH:8]=1. (4) Given the reactants C[O:2][C:3]([C:5]1[C:6]([O:22][CH3:23])=[N:7][C:8]([C:12]2[C:17]([CH2:18][CH3:19])=[CH:16][CH:15]=[CH:14][C:13]=2[CH2:20][CH3:21])=[N:9][C:10]=1[CH3:11])=O.[CH2:24]([Mg]Cl)[CH2:25][CH3:26].[CH2:29]1[CH2:33][O:32][CH2:31][CH2:30]1, predict the reaction product. The product is: [CH2:20]([C:13]1[CH:14]=[CH:15][CH:16]=[C:17]([CH2:18][CH3:19])[C:12]=1[C:8]1[N:7]=[C:6]([O:22][CH3:23])[C:5]([C:3]([OH:2])([CH2:30][CH2:29][CH3:33])[CH2:24][CH2:25][CH3:26])=[C:10]([CH3:11])[N:9]=1)[CH3:21].[CH2:20]([C:13]1[CH:14]=[CH:15][CH:16]=[C:17]([CH2:18][CH3:19])[C:12]=1[C:8]1[N:7]=[C:6]([O:22][CH3:23])[C:5]([CH:31]([OH:32])[CH2:30][CH2:29][CH3:33])=[C:10]([CH3:11])[N:9]=1)[CH3:21]. (5) Given the reactants [Br:1][C:2]1[C:3]([CH3:9])=[C:4]([CH:6]=[CH:7][CH:8]=1)[NH2:5].[C:10]([O-:13])(=O)[CH3:11].[K+].C(OC(=O)C)(=O)C.C1OCCOCCOCCOCCOCCOC1.[N:40](OCCC(C)C)=O, predict the reaction product. The product is: [Br:1][C:2]1[CH:8]=[CH:7][CH:6]=[C:4]2[C:3]=1[CH:9]=[N:40][N:5]2[C:10](=[O:13])[CH3:11].[Br:1][C:2]1[CH:8]=[CH:7][CH:6]=[C:4]2[C:3]=1[CH:9]=[N:40][NH:5]2.